From a dataset of Reaction yield outcomes from USPTO patents with 853,638 reactions. Predict the reaction yield, written as a fraction of the theoretical maximum amount of product (1.0 means a 100% yield; for example, 0.34 means a 34% yield). (1) The reactants are C([NH:5][S:6]([C:9]1[S:10][C:11]([C:14]2[CH:19]=[C:18]([C:20]3[N:25]=[C:24]([C:26]4[CH:31]=[CH:30][C:29]([Cl:32])=[CH:28][CH:27]=4)[CH:23]=[C:22]([C:33]([F:36])([F:35])[F:34])[N:21]=3)[CH:17]=[CH:16][N:15]=2)=[CH:12][CH:13]=1)(=[O:8])=[O:7])(C)(C)C.C(O)(C(F)(F)F)=O. The catalyst is ClCCl. The product is [Cl:32][C:29]1[CH:28]=[CH:27][C:26]([C:24]2[CH:23]=[C:22]([C:33]([F:34])([F:35])[F:36])[N:21]=[C:20]([C:18]3[CH:17]=[CH:16][N:15]=[C:14]([C:11]4[S:10][C:9]([S:6]([NH2:5])(=[O:7])=[O:8])=[CH:13][CH:12]=4)[CH:19]=3)[N:25]=2)=[CH:31][CH:30]=1. The yield is 0.260. (2) The reactants are [NH2:1][C@@H:2]([C:6]1[CH:11]=[CH:10][CH:9]=[CH:8][CH:7]=1)[C:3](O)=O.Cl.[NH2:13][C@@H:14]([C@H:19]([CH3:22])[CH2:20][CH3:21])[C:15](OC)=[O:16].C([C@@H]1NC[C@H](CC(C)C)NC1=O)C(C)C. No catalyst specified. The product is [C@H:19]([C@@H:14]1[NH:13][CH2:3][C@H:2]([C:6]2[CH:11]=[CH:10][CH:9]=[CH:8][CH:7]=2)[NH:1][C:15]1=[O:16])([CH2:20][CH3:21])[CH3:22]. The yield is 0.0320. (3) The reactants are [CH3:1][C:2]1[CH:39]=[C:38]([CH3:40])[CH:37]=[CH:36][C:3]=1[O:4][CH2:5][C@H:6]([OH:35])[CH2:7][NH:8][C:9]1[CH:14]=[CH:13][NH:12][C:11](=[O:15])[C:10]=1[C:16]1[NH:27][C:26]2[C:18](=[CH:19][C:20]3[CH2:21][N:22]([CH:29]4[CH2:34][CH2:33][NH:32][CH2:31][CH2:30]4)[C:23](=[O:28])[C:24]=3[CH:25]=2)[N:17]=1.Br[CH:42]1[CH2:44][CH2:43]1.CCN(C(C)C)C(C)C. The catalyst is CC#N. The product is [CH:42]1([N:32]2[CH2:31][CH2:30][CH:29]([N:22]3[CH2:21][C:20]4[CH:19]=[C:18]5[C:26]([NH:27][C:16]([C:10]6[C:11](=[O:15])[NH:12][CH:13]=[CH:14][C:9]=6[NH:8][CH2:7][CH:6]([OH:35])[CH2:5][O:4][C:3]6[CH:36]=[CH:37][C:38]([CH3:40])=[CH:39][C:2]=6[CH3:1])=[N:17]5)=[CH:25][C:24]=4[C:23]3=[O:28])[CH2:34][CH2:33]2)[CH2:44][CH2:43]1. The yield is 0.0560.